This data is from Reaction yield outcomes from USPTO patents with 853,638 reactions. The task is: Predict the reaction yield, written as a fraction of the theoretical maximum amount of product (1.0 means a 100% yield; for example, 0.34 means a 34% yield). (1) The reactants are [C:1]1([C:27]2[CH:32]=[CH:31][CH:30]=[CH:29][CH:28]=2)[CH:6]=[CH:5][C:4]([NH:7][C:8](=[O:26])[C:9]2[CH:14]=[CH:13][C:12]([OH:15])=[C:11]([NH:16][C:17](=[O:25])[CH2:18][N:19]3[CH2:24][CH2:23][O:22][CH2:21][CH2:20]3)[CH:10]=2)=[CH:3][CH:2]=1.I[CH2:34][CH3:35].C([O-])([O-])=O.[Cs+].[Cs+].O. The catalyst is CN(C=O)C. The product is [C:1]1([C:27]2[CH:28]=[CH:29][CH:30]=[CH:31][CH:32]=2)[CH:2]=[CH:3][C:4]([NH:7][C:8](=[O:26])[C:9]2[CH:14]=[CH:13][C:12]([O:15][CH2:34][CH3:35])=[C:11]([NH:16][C:17](=[O:25])[CH2:18][N:19]3[CH2:20][CH2:21][O:22][CH2:23][CH2:24]3)[CH:10]=2)=[CH:5][CH:6]=1. The yield is 0.540. (2) The product is [F:1][C:2]1[CH:3]=[C:4]2[C:8](=[CH:9][CH:10]=1)[NH:7][C:6](=[O:11])[C:5]2=[CH:12][C:13]1[CH:29]=[CH:28][C:16]([C:17]([NH:19][CH2:20][CH2:21][CH2:22][CH2:23][CH2:24][C:25]([NH:66][C:63]2[CH:64]=[CH:65][C:60]([F:59])=[CH:61][C:62]=2[NH2:67])=[O:27])=[O:18])=[CH:15][CH:14]=1. The catalyst is [Cl-].[Na+].O.CN(C=O)C. The yield is 0.690. The reactants are [F:1][C:2]1[CH:3]=[C:4]2[C:8](=[CH:9][CH:10]=1)[NH:7][C:6](=[O:11])[C:5]2=[CH:12][C:13]1[CH:29]=[CH:28][C:16]([C:17]([NH:19][CH2:20][CH2:21][CH2:22][CH2:23][CH2:24][C:25]([OH:27])=O)=[O:18])=[CH:15][CH:14]=1.Cl.C(N=C=NCCCN(C)C)C.OC1C2N=NNC=2C=CC=1.C(N(CC)CC)C.[F:59][C:60]1[CH:65]=[CH:64][C:63]([NH2:66])=[C:62]([NH2:67])[CH:61]=1.